From a dataset of Catalyst prediction with 721,799 reactions and 888 catalyst types from USPTO. Predict which catalyst facilitates the given reaction. (1) Reactant: [C:1]([Mg]Br)#[CH:2].[F:5][C:6]1[CH:11]=[CH:10][C:9]([C:12]([F:15])([F:14])[F:13])=[CH:8][C:7]=1[C:16]1([CH2:19][C:20](=[O:34])[C:21]([NH:23][C:24]2[CH:25]=[C:26]3[C:31](=[CH:32][CH:33]=2)[C:29](=[O:30])[O:28][CH2:27]3)=[O:22])[CH2:18][CH2:17]1.[Cl-].[NH4+]. Product: [C:1]([C:20]([OH:34])([CH2:19][C:16]1([C:7]2[CH:8]=[C:9]([C:12]([F:15])([F:13])[F:14])[CH:10]=[CH:11][C:6]=2[F:5])[CH2:18][CH2:17]1)[C:21]([NH:23][C:24]1[CH:25]=[C:26]2[C:31](=[CH:32][CH:33]=1)[C:29](=[O:30])[O:28][CH2:27]2)=[O:22])#[CH:2]. The catalyst class is: 1. (2) The catalyst class is: 5. Product: [ClH:28].[ClH:28].[N:1]1[CH:6]=[CH:5][CH:4]=[CH:3][C:2]=1[O:7][CH2:8][C:9]1[CH:27]=[CH:26][C:12]([CH2:13][C:14]2[CH:18]=[C:17]([C:19]3[C:20]([NH2:25])=[N:21][CH:22]=[CH:23][CH:24]=3)[O:16][N:15]=2)=[CH:11][CH:10]=1. Reactant: [N:1]1[CH:6]=[CH:5][CH:4]=[CH:3][C:2]=1[O:7][CH2:8][C:9]1[CH:27]=[CH:26][C:12]([CH2:13][C:14]2[CH:18]=[C:17]([C:19]3[C:20]([NH2:25])=[N:21][CH:22]=[CH:23][CH:24]=3)[O:16][N:15]=2)=[CH:11][CH:10]=1.[ClH:28].